Dataset: Peptide-MHC class II binding affinity with 134,281 pairs from IEDB. Task: Regression. Given a peptide amino acid sequence and an MHC pseudo amino acid sequence, predict their binding affinity value. This is MHC class II binding data. (1) The binding affinity (normalized) is 0.498. The peptide sequence is AQVRADRILALDADP. The MHC is HLA-DQA10501-DQB10201 with pseudo-sequence HLA-DQA10501-DQB10201. (2) The binding affinity (normalized) is 0. The peptide sequence is DHGGACGYKDVDKPP. The MHC is HLA-DQA10501-DQB10201 with pseudo-sequence HLA-DQA10501-DQB10201. (3) The peptide sequence is AVFEAALTKAITAMS. The MHC is DRB1_0901 with pseudo-sequence DRB1_0901. The binding affinity (normalized) is 0.658. (4) The peptide sequence is QRPLVTIKIGGQLKE. The MHC is HLA-DQA10102-DQB10502 with pseudo-sequence HLA-DQA10102-DQB10502. The binding affinity (normalized) is 0.